This data is from Full USPTO retrosynthesis dataset with 1.9M reactions from patents (1976-2016). The task is: Predict the reactants needed to synthesize the given product. (1) Given the product [NH2:1][C:2]1[C:24]([Cl:25])=[CH:23][C:5]([C:6]([NH:8][C@H:9]2[CH2:14][CH2:13][N:12]([CH2:15][CH2:16][C:17]3[N:20]=[C:29]([CH3:30])[O:19][N:18]=3)[CH2:11][C@H:10]2[O:21][CH3:22])=[O:7])=[C:4]([O:26][CH3:27])[CH:3]=1, predict the reactants needed to synthesize it. The reactants are: [NH2:1][C:2]1[C:24]([Cl:25])=[CH:23][C:5]([C:6]([NH:8][C@H:9]2[CH2:14][CH2:13][N:12]([CH2:15][CH2:16][C:17]([NH2:20])=[N:18][OH:19])[CH2:11][C@H:10]2[O:21][CH3:22])=[O:7])=[C:4]([O:26][CH3:27])[CH:3]=1.O1CCO[CH2:30][CH2:29]1. (2) Given the product [CH2:1]([NH:3][CH2:4][CH:5]1[CH2:6][CH2:7][N:8]([C:11]2[CH:16]=[CH:15][C:14]([NH2:17])=[CH:13][CH:12]=2)[CH2:9][CH2:10]1)[CH3:2], predict the reactants needed to synthesize it. The reactants are: [CH2:1]([NH:3][CH2:4][CH:5]1[CH2:10][CH2:9][N:8]([C:11]2[CH:16]=[CH:15][C:14]([NH:17]C(=O)OC(C)(C)C)=[CH:13][CH:12]=2)[CH2:7][CH2:6]1)[CH3:2].FC(F)(F)C(O)=O.